This data is from Catalyst prediction with 721,799 reactions and 888 catalyst types from USPTO. The task is: Predict which catalyst facilitates the given reaction. (1) Reactant: [Cl:1][C:2]1[CH:16]=[CH:15][C:5]([CH2:6][NH:7][C:8]2[CH:13]=[CH:12][CH:11]=[CH:10][C:9]=2[I:14])=[CH:4][CH:3]=1.C(N(CC)CC)C.[C:24](O[C:24]([O:26][C:27]([CH3:30])([CH3:29])[CH3:28])=[O:25])([O:26][C:27]([CH3:30])([CH3:29])[CH3:28])=[O:25]. Product: [Cl:1][C:2]1[CH:16]=[CH:15][C:5]([CH2:6][N:7]([C:8]2[CH:13]=[CH:12][CH:11]=[CH:10][C:9]=2[I:14])[C:24](=[O:25])[O:26][C:27]([CH3:30])([CH3:29])[CH3:28])=[CH:4][CH:3]=1. The catalyst class is: 4. (2) Reactant: [C:1]([O:5][C:6]([NH:8][C:9]1[CH:10]=[CH:11][CH:12]=[C:13]2[C:17]=1[NH:16][C:15]([C:18]([O:20]CC)=[O:19])=[CH:14]2)=[O:7])([CH3:4])([CH3:3])[CH3:2].[OH-].[Na+].O1CCCC1. Product: [C:1]([O:5][C:6]([NH:8][C:9]1[CH:10]=[CH:11][CH:12]=[C:13]2[C:17]=1[NH:16][C:15]([C:18]([OH:20])=[O:19])=[CH:14]2)=[O:7])([CH3:4])([CH3:2])[CH3:3]. The catalyst class is: 8. (3) Reactant: C([O:3][C:4](=[O:34])[CH2:5][C:6]1[CH:15]=[C:14]([C:16](=[O:32])[C:17]2[CH:22]=[CH:21][C:20]([S:23]([N:26]3[CH2:31][CH2:30][NH:29][CH2:28][CH2:27]3)(=[O:25])=[O:24])=[CH:19][CH:18]=2)[C:13]2[C:8](=[CH:9][CH:10]=[C:11]([F:33])[CH:12]=2)[CH:7]=1)C.O.[OH-].[Li+]. Product: [F:33][C:11]1[CH:12]=[C:13]2[C:8](=[CH:9][CH:10]=1)[CH:7]=[C:6]([CH2:5][C:4]([OH:34])=[O:3])[CH:15]=[C:14]2[C:16](=[O:32])[C:17]1[CH:18]=[CH:19][C:20]([S:23]([N:26]2[CH2:27][CH2:28][NH:29][CH2:30][CH2:31]2)(=[O:25])=[O:24])=[CH:21][CH:22]=1. The catalyst class is: 30. (4) The catalyst class is: 34. Reactant: [O:1]1[CH2:6][CH2:5][CH:4]([C:7]([OH:9])=[O:8])[CH2:3][CH2:2]1.S(Cl)(Cl)=O.N1C=CC=CC=1.O[C:21]1[CH:28]=[CH:27][C:24]([CH:25]=[O:26])=[CH:23][CH:22]=1. Product: [O:1]1[CH2:6][CH2:5][CH:4]([C:7]([O:9][C:21]2[CH:28]=[CH:27][C:24]([CH:25]=[O:26])=[CH:23][CH:22]=2)=[O:8])[CH2:3][CH2:2]1. (5) Reactant: Br[C:2]1[CH2:6][CH2:5][C:4](=[O:7])[C:3]=1[C:8]1[CH:13]=[CH:12][C:11]([F:14])=[CH:10][CH:9]=1.[Br-].[CH3:16][OH:17].C[C:19](N(C)C)=[O:20]. Product: [F:14][C:11]1[CH:12]=[CH:13][C:8]([C:3]2[C:4](=[O:7])[CH2:5][CH2:6][C:2]=2[C:16]([O:20][CH3:19])=[O:17])=[CH:9][CH:10]=1. The catalyst class is: 45.